Dataset: Reaction yield outcomes from USPTO patents with 853,638 reactions. Task: Predict the reaction yield, written as a fraction of the theoretical maximum amount of product (1.0 means a 100% yield; for example, 0.34 means a 34% yield). The reactants are [CH:1]1([CH:6]([N:10]2[CH:14]=[C:13]([C:15]3[C:16]4[CH:23]=[CH:22][N:21](COCC[Si](C)(C)C)[C:17]=4[N:18]=[CH:19][N:20]=3)[CH:12]=[N:11]2)[CH2:7][C:8]#[CH:9])[CH2:5][CH2:4][CH2:3][CH2:2]1.[C:32]([OH:38])([C:34]([F:37])([F:36])[F:35])=[O:33]. The catalyst is C(Cl)Cl. The product is [F:35][C:34]([F:37])([F:36])[C:32]([OH:38])=[O:33].[CH:1]1([CH:6]([N:10]2[CH:14]=[C:13]([C:15]3[C:16]4[CH:23]=[CH:22][NH:21][C:17]=4[N:18]=[CH:19][N:20]=3)[CH:12]=[N:11]2)[CH2:7][C:8]#[CH:9])[CH2:5][CH2:4][CH2:3][CH2:2]1. The yield is 0.600.